Dataset: Forward reaction prediction with 1.9M reactions from USPTO patents (1976-2016). Task: Predict the product of the given reaction. (1) Given the reactants B(F)(F)F.[CH3:5]COCC.[CH3:10][O:11][C:12]1[C:17]([O:18][CH3:19])=[C:16]([OH:20])[C:15]([CH3:21])=[CH:14][C:13]=1[OH:22].C1(C2[O:34][C:32](=[O:33])[CH2:31][CH2:30]2)C=CC=CC=1.[C:35]1(C)[CH:40]=[CH:39][CH:38]=[CH:37][CH:36]=1, predict the reaction product. The product is: [OH:20][C:16]1[C:17]([O:18][CH3:19])=[C:12]([O:11][CH3:10])[C:13]([OH:22])=[C:14]([CH3:5])[C:15]=1[CH:21]([C:35]1[CH:36]=[CH:37][CH:38]=[CH:39][CH:40]=1)[CH2:30][CH2:31][C:32]([OH:34])=[O:33]. (2) The product is: [O:26]=[C:14]1[CH2:15][NH:16][CH2:17][CH2:18][N:13]1[CH:8]1[CH2:7][CH2:6][C:5]2[CH:4]=[C:3]([C:1]#[N:2])[CH:12]=[CH:11][C:10]=2[CH2:9]1. Given the reactants [C:1]([C:3]1[CH:4]=[C:5]2[C:10](=[CH:11][CH:12]=1)[CH2:9][CH:8]([N:13]1[CH2:18][CH2:17][N:16](C(OC(C)(C)C)=O)[CH2:15][C:14]1=[O:26])[CH2:7][CH2:6]2)#[N:2].Cl, predict the reaction product. (3) The product is: [Cl:9][C:4]1[CH:3]=[C:2]([B:15]([OH:18])[OH:16])[CH:7]=[CH:6][C:5]=1[OH:8]. Given the reactants Br[C:2]1[CH:7]=[CH:6][C:5]([OH:8])=[C:4]([Cl:9])[CH:3]=1.[Li]CCCC.[B:15](OC)([O:18]C)[O:16]C.CCCCCC, predict the reaction product. (4) The product is: [CH:6]([C:4]1[N:3]=[CH:2][N:1]([CH2:11][C:12]([NH2:14])=[O:13])[CH:5]=1)=[O:7]. Given the reactants [NH:1]1[CH:5]=[C:4]([CH:6]=[O:7])[N:3]=[CH:2]1.[H-].[Na+].Br[CH2:11][C:12]([NH2:14])=[O:13], predict the reaction product. (5) Given the reactants [C:1]1([OH:11])[C:10]2[CH2:9][CH2:8][CH2:7][CH2:6][C:5]=2[CH:4]=[CH:3][CH:2]=1.CI.[C:14]([O-])([O-])=O.[K+].[K+], predict the reaction product. The product is: [CH3:14][O:11][C:1]1[CH:2]=[CH:3][CH:4]=[C:5]2[C:10]=1[CH2:9][CH2:8][CH2:7][CH2:6]2. (6) The product is: [CH3:13][O:14][C:15]1[CH:22]=[CH:21][CH:20]=[CH:19][C:16]=1[CH2:17][NH:18][C:2]1[CH:11]=[CH:10][C:9]2[C:4](=[CH:5][CH:6]=[C:7]([NH:30][CH2:29][C:27]3[N:26]=[CH:25][N:24]([CH3:23])[CH:28]=3)[CH:8]=2)[N:3]=1. Given the reactants Cl[C:2]1[CH:11]=[CH:10][C:9]2[C:4](=[CH:5][CH:6]=[C:7](Cl)[CH:8]=2)[N:3]=1.[CH3:13][O:14][C:15]1[CH:22]=[CH:21][CH:20]=[CH:19][C:16]=1[CH2:17][NH2:18].[CH3:23][N:24]1[CH:28]=[C:27]([CH2:29][NH2:30])[N:26]=[CH:25]1, predict the reaction product. (7) Given the reactants C[O:2][C:3]1[CH:4]=[C:5]([C@H:9]([CH2:16][CH3:17])[C@@H:10]([CH3:15])[CH2:11][N:12]([CH3:14])[CH3:13])[CH:6]=[CH:7][CH:8]=1.CS(O)(=O)=O.NC(C(O)=O)CCSC.[OH-].[Na+], predict the reaction product. The product is: [CH3:17][CH2:16][C@H:9]([C@H:10]([CH2:11][N:12]([CH3:14])[CH3:13])[CH3:15])[C:5]1[CH:6]=[CH:7][CH:8]=[C:3]([OH:2])[CH:4]=1. (8) Given the reactants [NH2:1][C:2]1[C:3](=[S:17])[NH:4][C:5]([C:8]2([C:11]3[CH:16]=[CH:15][CH:14]=[CH:13][CH:12]=3)[CH2:10][CH2:9]2)=[CH:6][CH:7]=1.[NH:18]1[C:26]2[C:21](=[CH:22][C:23]([C:27](O)=[O:28])=[CH:24][CH:25]=2)[CH:20]=[CH:19]1.O.N1(O)C2C=CC=CC=2N=N1.Cl.C(N=C=NCCCN(C)C)C, predict the reaction product. The product is: [SH:17][C:3]1[C:2]([NH:1][C:27]([C:23]2[CH:22]=[C:21]3[C:26](=[CH:25][CH:24]=2)[NH:18][CH:19]=[CH:20]3)=[O:28])=[CH:7][CH:6]=[C:5]([C:8]2([C:11]3[CH:16]=[CH:15][CH:14]=[CH:13][CH:12]=3)[CH2:10][CH2:9]2)[N:4]=1. (9) Given the reactants Cl[CH2:2][C:3]1[N:8]=[C:7]([NH2:9])[CH:6]=[CH:5][N:4]=1.[CH:10]1([NH:16][C:17]([CH:19]2[CH2:24][CH2:23][NH:22][CH2:21][CH2:20]2)=[O:18])[CH2:15][CH2:14][CH2:13][CH2:12][CH2:11]1, predict the reaction product. The product is: [CH:10]1([NH:16][C:17]([CH:19]2[CH2:20][CH2:21][N:22]([CH2:2][C:3]3[N:8]=[C:7]([NH2:9])[CH:6]=[CH:5][N:4]=3)[CH2:23][CH2:24]2)=[O:18])[CH2:11][CH2:12][CH2:13][CH2:14][CH2:15]1. (10) Given the reactants [F:1][CH:2]([F:23])[O:3][C:4]1[CH:9]=[CH:8][C:7]([CH:10]([OH:21])[C:11]([C:13]2[CH:18]=[C:17]([F:19])[CH:16]=[C:15]([F:20])[CH:14]=2)=[O:12])=[CH:6][C:5]=1[CH3:22].[N+]([O-])([O-])=O.[NH4+].C(OCC)(=O)C, predict the reaction product. The product is: [F:23][CH:2]([F:1])[O:3][C:4]1[CH:9]=[CH:8][C:7]([C:10](=[O:21])[C:11]([C:13]2[CH:14]=[C:15]([F:20])[CH:16]=[C:17]([F:19])[CH:18]=2)=[O:12])=[CH:6][C:5]=1[CH3:22].